Predict the product of the given reaction. From a dataset of Forward reaction prediction with 1.9M reactions from USPTO patents (1976-2016). (1) Given the reactants [N:1]1([CH2:8][CH2:9][O:10][C:11]2[CH:16]=[CH:15][C:14]([C:17]([C:19]3[C:28]4[C:23](=[CH:24][C:25]([O:29]C)=[CH:26][CH:27]=4)[CH:22]=[CH:21][C:20]=3[C:31]3[CH:36]=[C:35]([F:37])[CH:34]=[CH:33][C:32]=3[F:38])=[O:18])=[CH:13][CH:12]=2)[CH2:7][CH2:6][CH2:5][CH2:4][CH2:3][CH2:2]1.B(Br)(Br)Br.C(=O)(O)[O-].[Na+].C(Cl)(Cl)Cl.C(O)(C)C, predict the reaction product. The product is: [N:1]1([CH2:8][CH2:9][O:10][C:11]2[CH:16]=[CH:15][C:14]([C:17]([C:19]3[C:28]4[C:23](=[CH:24][C:25]([OH:29])=[CH:26][CH:27]=4)[CH:22]=[CH:21][C:20]=3[C:31]3[CH:36]=[C:35]([F:37])[CH:34]=[CH:33][C:32]=3[F:38])=[O:18])=[CH:13][CH:12]=2)[CH2:7][CH2:6][CH2:5][CH2:4][CH2:3][CH2:2]1. (2) The product is: [Cl:14][C:7]1[CH:8]=[C:9]2[C:4](=[CH:5][CH:6]=1)[N:3]=[C:2]([NH:20][CH2:19][C:18]1[CH:21]=[CH:22][C:23]([O:25][CH3:26])=[CH:24][C:17]=1[O:16][CH3:15])[C:11]([O:12][CH3:13])=[N:10]2. Given the reactants Cl[C:2]1[C:11]([O:12][CH3:13])=[N:10][C:9]2[C:4](=[CH:5][CH:6]=[C:7]([Cl:14])[CH:8]=2)[N:3]=1.[CH3:15][O:16][C:17]1[CH:24]=[C:23]([O:25][CH3:26])[CH:22]=[CH:21][C:18]=1[CH2:19][NH2:20].O, predict the reaction product.